From a dataset of Reaction yield outcomes from USPTO patents with 853,638 reactions. Predict the reaction yield, written as a fraction of the theoretical maximum amount of product (1.0 means a 100% yield; for example, 0.34 means a 34% yield). (1) The reactants are [Br:1][C:2]1[C:3]([F:12])=[C:4]2[C:10]([NH2:11])=[CH:9][NH:8][C:5]2=[N:6][CH:7]=1.[C:13]([O:17][C:18]([N:20]1[CH2:25][CH2:24][O:23][CH:22]([C:26](O)=[O:27])[CH2:21]1)=[O:19])([CH3:16])([CH3:15])[CH3:14].C1N(P(Cl)(N2C(=O)OCC2)=O)C(=O)OC1.C(N(CC)CC)C.[Li+].[OH-]. The catalyst is C(Cl)Cl.O. The product is [Br:1][C:2]1[C:3]([F:12])=[C:4]2[C:10]([NH:11][C:26]([CH:22]3[O:23][CH2:24][CH2:25][N:20]([C:18]([O:17][C:13]([CH3:16])([CH3:15])[CH3:14])=[O:19])[CH2:21]3)=[O:27])=[CH:9][NH:8][C:5]2=[N:6][CH:7]=1. The yield is 0.979. (2) The reactants are [Br:1][C:2]1[CH:3]=[C:4]2[CH:10]=[N:9][NH:8][C:5]2=[N:6][CH:7]=1.[I:11]N1C(=O)CCC1=O. The catalyst is ClC(Cl)C.C1COCC1. The product is [Br:1][C:2]1[CH:3]=[C:4]2[C:10]([I:11])=[N:9][NH:8][C:5]2=[N:6][CH:7]=1. The yield is 0.770. (3) The reactants are [OH:1][CH2:2][C:3]([NH:7][S:8]([C:11]1[S:15][C:14]([NH:16]C(=O)C)=[N:13][C:12]=1[CH3:20])(=[O:10])=[O:9])([CH2:5][OH:6])[CH3:4]. The catalyst is Cl. The product is [OH:6][CH2:5][C:3]([NH:7][S:8]([C:11]1[S:15][C:14]([NH2:16])=[N:13][C:12]=1[CH3:20])(=[O:10])=[O:9])([CH2:2][OH:1])[CH3:4]. The yield is 0.380. (4) The reactants are [Br:1][C:2]1[CH:7]=[CH:6][C:5]([CH3:8])=[CH:4][N:3]=1.[Br:9]N1C(=O)CCC1=O. The catalyst is C(Cl)(Cl)(Cl)Cl.C(OOC(=O)C1C=CC=CC=1)(=O)C1C=CC=CC=1. The product is [Br:1][C:2]1[CH:7]=[CH:6][C:5]([CH2:8][Br:9])=[CH:4][N:3]=1. The yield is 0.200. (5) The reactants are [N:1]1[C:10]2[C:5](=[CH:6][CH:7]=[CH:8][CH:9]=2)[N:4]=[CH:3][C:2]=1[C:11](Cl)=[O:12].[NH2:14][CH:15]1[CH2:23][C:22]2[C:17](=[CH:18][CH:19]=[CH:20][CH:21]=2)[CH2:16]1.N1C=CC=CC=1. The catalyst is O. The product is [CH2:16]1[C:17]2[C:22](=[CH:21][CH:20]=[CH:19][CH:18]=2)[CH2:23][CH:15]1[NH:14][C:11]([C:2]1[CH:3]=[N:4][C:5]2[C:10](=[CH:9][CH:8]=[CH:7][CH:6]=2)[N:1]=1)=[O:12]. The yield is 0.530.